Task: Predict the reaction yield, written as a fraction of the theoretical maximum amount of product (1.0 means a 100% yield; for example, 0.34 means a 34% yield).. Dataset: Reaction yield outcomes from USPTO patents with 853,638 reactions (1) The reactants are [NH2:1][C:2]1[NH:6][N:5]=[C:4]([CH:7]2[CH2:12][CH2:11][N:10](C(OC(C)(C)C)=O)[CH2:9][CH2:8]2)[C:3]=1[C:20]1[CH:25]=[CH:24][C:23]([O:26][CH3:27])=[C:22]([O:28][CH3:29])[CH:21]=1.[OH:30][C:31]1[CH:38]=[CH:37][C:34]([CH:35]=O)=[CH:33][CH:32]=1.[F:39][C:40]([F:45])([F:44])[C:41]([OH:43])=[O:42]. No catalyst specified. The product is [F:39][C:40]([F:45])([F:44])[C:41]([OH:43])=[O:42].[CH3:27][O:26][C:23]1[C:22]([O:28][CH3:29])=[CH:21][C:20]2[C:3]3[C:4]([CH:7]4[CH2:12][CH2:11][NH:10][CH2:9][CH2:8]4)=[N:5][NH:6][C:2]=3[N:1]=[C:35]([C:34]3[CH:37]=[CH:38][C:31]([OH:30])=[CH:32][CH:33]=3)[C:25]=2[CH:24]=1. The yield is 0.610. (2) The reactants are ClC1C=CC=CC=1C(=O)[S:5][C:6]1[CH:11]=[CH:10][C:9]([NH:12][C:13](=[O:21])[C:14]2[CH:19]=[CH:18][CH:17]=[CH:16][C:15]=2[Cl:20])=[CH:8][CH:7]=1.CCOC(C)=O.[OH-].[Na+]. The catalyst is O. The product is [Cl:20][C:15]1[CH:16]=[CH:17][CH:18]=[CH:19][C:14]=1[C:13]([NH:12][C:9]1[CH:10]=[CH:11][C:6]([SH:5])=[CH:7][CH:8]=1)=[O:21]. The yield is 0.870. (3) The reactants are [Cl:1][C:2]1[CH:7]=[CH:6][C:5]([F:8])=[CH:4][C:3]=1[CH2:9][C@@H:10]([N:12]=[N+]=[N-])[CH3:11]. The catalyst is CCOC(C)=O.[Pd]. The product is [Cl:1][C:2]1[CH:7]=[CH:6][C:5]([F:8])=[CH:4][C:3]=1[CH2:9][C@@H:10]([NH2:12])[CH3:11]. The yield is 0.670. (4) The yield is 0.340. The catalyst is C1C=CC(/C=C/C(/C=C/C2C=CC=CC=2)=O)=CC=1.C1C=CC(/C=C/C(/C=C/C2C=CC=CC=2)=O)=CC=1.C1C=CC(/C=C/C(/C=C/C2C=CC=CC=2)=O)=CC=1.[Pd].[Pd].O1CCOCC1. The reactants are [Cl:1][C:2]1[CH:7]=[C:6](Cl)[N:5]=[CH:4][N:3]=1.[C:9]1(B(O)O)[CH:14]=[CH:13][CH:12]=[CH:11][CH:10]=1.C1(P(C2CCCCC2)C2CCCCC2)CCCCC1.C(=O)([O-])[O-].[Cs+].[Cs+]. The product is [Cl:1][C:2]1[CH:7]=[C:6]([C:9]2[CH:14]=[CH:13][CH:12]=[CH:11][CH:10]=2)[N:5]=[CH:4][N:3]=1. (5) The reactants are [CH2:1]([O:3][C:4](=[O:39])[CH2:5][CH2:6][CH2:7][O:8][C:9]1[CH:14]=[CH:13][CH:12]=[C:11]([CH2:15][CH2:16][CH2:17][CH2:18][CH2:19][CH2:20][O:21][C:22]2[CH:27]=[C:26]([O:28][CH2:29][CH3:30])[CH:25]=[C:24](Br)[CH:23]=2)[C:10]=1[CH2:32][CH2:33][C:34]([O:36][CH2:37][CH3:38])=[O:35])[CH3:2].[CH2:40]1[O:48][C:47]2[CH:46]=[CH:45][C:44](B(O)O)=[CH:43][C:42]=2[O:41]1.C(=O)([O-])[O-].[Cs+].[Cs+].C(COC)OC. The yield is 0.990. The catalyst is O.C(OCC)(=O)C.C1C=CC(P(C2C=CC=CC=2)[C-]2C=CC=C2)=CC=1.C1C=CC(P(C2C=CC=CC=2)[C-]2C=CC=C2)=CC=1.Cl[Pd]Cl.[Fe+2]. The product is [CH2:1]([O:3][C:4](=[O:39])[CH2:5][CH2:6][CH2:7][O:8][C:9]1[CH:14]=[CH:13][CH:12]=[C:11]([CH2:15][CH2:16][CH2:17][CH2:18][CH2:19][CH2:20][O:21][C:22]2[CH:27]=[C:26]([O:28][CH2:29][CH3:30])[CH:25]=[C:24]([C:45]3[CH:44]=[CH:43][C:42]4[O:41][CH2:40][O:48][C:47]=4[CH:46]=3)[CH:23]=2)[C:10]=1[CH2:32][CH2:33][C:34]([O:36][CH2:37][CH3:38])=[O:35])[CH3:2]. (6) The reactants are Br[CH2:2][C:3]1[N:7]([C:8]2[CH:13]=[CH:12][C:11]([Cl:14])=[CH:10][CH:9]=2)[C:6]([C:15]2[CH:20]=[CH:19][C:18]([Cl:21])=[CH:17][C:16]=2[Cl:22])=[N:5][C:4]=1[C:23]([O:25][CH2:26][CH3:27])=[O:24].[CH:28]([N:31]([CH:34]([CH3:36])C)CC)([CH3:30])C.N1CCCC1.O. The catalyst is C(#N)C. The product is [Cl:14][C:11]1[CH:12]=[CH:13][C:8]([N:7]2[C:3]([CH2:2][N:31]3[CH2:28][CH2:30][CH2:36][CH2:34]3)=[C:4]([C:23]([O:25][CH2:26][CH3:27])=[O:24])[N:5]=[C:6]2[C:15]2[CH:20]=[CH:19][C:18]([Cl:21])=[CH:17][C:16]=2[Cl:22])=[CH:9][CH:10]=1. The yield is 0.320. (7) The reactants are [Br:1][C:2]1[C:10]2[C:9](Cl)=[N:8][CH:7]=[N:6][C:5]=2[N:4]([CH2:12][CH2:13][N:14]2[CH2:19][CH2:18][O:17][CH2:16][CH2:15]2)[CH:3]=1.[OH-].[NH4+:21]. No catalyst specified. The product is [Br:1][C:2]1[C:10]2[C:9]([NH2:21])=[N:8][CH:7]=[N:6][C:5]=2[N:4]([CH2:12][CH2:13][N:14]2[CH2:19][CH2:18][O:17][CH2:16][CH2:15]2)[CH:3]=1. The yield is 0.680.